From a dataset of Reaction yield outcomes from USPTO patents with 853,638 reactions. Predict the reaction yield, written as a fraction of the theoretical maximum amount of product (1.0 means a 100% yield; for example, 0.34 means a 34% yield). (1) The reactants are [NH2:1][C:2]1[CH:10]=[C:9]([O:11][CH3:12])[CH:8]=[C:7]([O:13][CH3:14])[C:3]=1[C:4]([NH2:6])=[O:5].[OH:15][C:16]1[CH:23]=[CH:22][C:19]([CH:20]=O)=[CH:18][C:17]=1[O:24][CH3:25].COC1C=C(OC)C=C2C=1C(=O)NC(C1C=CC=CN=1)=N2. No catalyst specified. The product is [OH:15][C:16]1[CH:23]=[CH:22][C:19]([C:20]2[NH:6][C:4](=[O:5])[C:3]3[C:2](=[CH:10][C:9]([O:11][CH3:12])=[CH:8][C:7]=3[O:13][CH3:14])[N:1]=2)=[CH:18][C:17]=1[O:24][CH3:25]. The yield is 0.360. (2) The reactants are [N:1]([C:4]1[CH:11]=[CH:10][C:7]([C:8]#[N:9])=[C:6]([C:12]([F:15])([F:14])[F:13])[CH:5]=1)=[C:2]=[S:3].[CH3:16][O:17][C:18](=[O:31])[C:19]1[CH:24]=[CH:23][C:22]([NH:25][C:26]([C:29]#N)([CH3:28])[CH3:27])=[CH:21][CH:20]=1.C[OH:33].Cl. The catalyst is CN(C=O)C.O. The product is [CH3:16][O:17][C:18](=[O:31])[C:19]1[CH:24]=[CH:23][C:22]([N:25]2[C:26]([CH3:27])([CH3:28])[C:29](=[O:33])[N:1]([C:4]3[CH:11]=[CH:10][C:7]([C:8]#[N:9])=[C:6]([C:12]([F:13])([F:15])[F:14])[CH:5]=3)[C:2]2=[S:3])=[CH:21][CH:20]=1. The yield is 0.630. (3) The reactants are [OH:1][C:2]1[CH:3]=[CH:4][C:5]([C:9]([O:11][CH3:12])=[O:10])=[N:6][C:7]=1I.[CH3:13][Si:14]([C:17]#[CH:18])([CH3:16])[CH3:15]. The catalyst is [Cu]I.O1CCOCC1. The product is [CH3:13][Si:14]([CH3:16])([CH3:15])[C:17]1[O:1][C:2]2[C:7](=[N:6][C:5]([C:9]([O:11][CH3:12])=[O:10])=[CH:4][CH:3]=2)[CH:18]=1. The yield is 0.620. (4) The reactants are [N:1]([C:4]1[CH:11]=[CH:10][C:7]([C:8]#[N:9])=[C:6]([C:12]([F:15])([F:14])[F:13])[CH:5]=1)=[C:2]=[S:3].[C:16]([C:18]1([NH:22][C:23]2[CH:31]=[CH:30][C:26]([C:27](O)=[O:28])=[CH:25][CH:24]=2)[CH2:21][CH2:20][CH2:19]1)#N.[CH3:32][OH:33].Cl.CN(C=[O:39])C. The catalyst is O. The product is [CH3:32][O:33][C:27](=[O:28])[C:26]1[CH:30]=[CH:31][C:23]([N:22]2[C:2](=[S:3])[N:1]([C:4]3[CH:11]=[CH:10][C:7]([C:8]#[N:9])=[C:6]([C:12]([F:13])([F:15])[F:14])[CH:5]=3)[C:16](=[O:39])[C:18]32[CH2:21][CH2:20][CH2:19]3)=[CH:24][CH:25]=1. The yield is 0.120. (5) The reactants are Br[CH2:2][C:3]1[CH:12]=[CH:11][C:10]2[C:5](=[CH:6][CH:7]=[CH:8][CH:9]=2)[CH:4]=1.[CH3:13][C:14]1([CH3:28])[C:18]([CH3:20])([CH3:19])[O:17][B:16]([C:21]2[CH:26]=[CH:25][C:24]([OH:27])=[CH:23][CH:22]=2)[O:15]1. No catalyst specified. The product is [CH3:19][C:18]1([CH3:20])[C:14]([CH3:13])([CH3:28])[O:15][B:16]([C:21]2[CH:26]=[CH:25][C:24]([O:27][CH2:2][C:3]3[CH:12]=[CH:11][C:10]4[C:5](=[CH:6][CH:7]=[CH:8][CH:9]=4)[CH:4]=3)=[CH:23][CH:22]=2)[O:17]1. The yield is 0.850.